Dataset: Peptide-MHC class I binding affinity with 185,985 pairs from IEDB/IMGT. Task: Regression. Given a peptide amino acid sequence and an MHC pseudo amino acid sequence, predict their binding affinity value. This is MHC class I binding data. (1) The peptide sequence is VALMLQGNK. The MHC is HLA-A02:06 with pseudo-sequence HLA-A02:06. The binding affinity (normalized) is 0. (2) The peptide sequence is AMYDPQTYY. The MHC is HLA-A24:03 with pseudo-sequence HLA-A24:03. The binding affinity (normalized) is 0.0847. (3) The peptide sequence is SAFNKKHFDH. The MHC is HLA-A33:01 with pseudo-sequence HLA-A33:01. The binding affinity (normalized) is 0.0513. (4) The peptide sequence is SLQVCVQTVR. The MHC is HLA-A68:01 with pseudo-sequence HLA-A68:01. The binding affinity (normalized) is 0.199. (5) The peptide sequence is LGNSKYIFWL. The MHC is H-2-Dd with pseudo-sequence H-2-Dd. The binding affinity (normalized) is 0.0278.